This data is from Reaction yield outcomes from USPTO patents with 853,638 reactions. The task is: Predict the reaction yield, written as a fraction of the theoretical maximum amount of product (1.0 means a 100% yield; for example, 0.34 means a 34% yield). (1) The reactants are [CH2:1]([C:43]([O:45]CC1C=CC=CC=1)=[O:44])[CH2:2][CH2:3][CH2:4][CH2:5][CH2:6][CH2:7][CH2:8][CH2:9][CH2:10][C:11]([C:33]([O:35]CC1C=CC=CC=1)=[O:34])([C:23]([O:25]CC1C=CC=CC=1)=[O:24])[CH2:12][CH2:13][CH2:14][CH2:15][CH2:16][CH2:17][CH2:18][CH2:19][CH2:20][CH2:21][CH3:22]. The catalyst is C1COCC1.[Pd]. The product is [CH2:1]([C:43]([OH:45])=[O:44])[CH2:2][CH2:3][CH2:4][CH2:5][CH2:6][CH2:7][CH2:8][CH2:9][CH2:10][C:11]([C:33]([OH:35])=[O:34])([C:23]([OH:25])=[O:24])[CH2:12][CH2:13][CH2:14][CH2:15][CH2:16][CH2:17][CH2:18][CH2:19][CH2:20][CH2:21][CH3:22]. The yield is 0.960. (2) The reactants are [NH2:1][C:2]1[N:7]=[C:6]([N:8]2[C:12]3[CH:13]=[C:14](Br)[CH:15]=[CH:16][C:11]=3[N:10]=[C:9]2[O:18][CH2:19][CH2:20][OH:21])[CH:5]=[CH:4][N:3]=1.[N:22]1[CH:27]=[CH:26][CH:25]=[N:24][C:23]=1[C:28]([OH:32])([C:30]#[CH:31])[CH3:29].C(N(CC)CC)C. The catalyst is CS(C)=O.Cl[Pd](Cl)([P](C1C=CC=CC=1)(C1C=CC=CC=1)C1C=CC=CC=1)[P](C1C=CC=CC=1)(C1C=CC=CC=1)C1C=CC=CC=1. The product is [NH2:1][C:2]1[N:7]=[C:6]([N:8]2[C:12]3[CH:13]=[C:14]([C:31]#[C:30][C:28]([C:23]4[N:22]=[CH:27][CH:26]=[CH:25][N:24]=4)([OH:32])[CH3:29])[CH:15]=[CH:16][C:11]=3[N:10]=[C:9]2[O:18][CH2:19][CH2:20][OH:21])[CH:5]=[CH:4][N:3]=1. The yield is 0.0400. (3) The reactants are [F:1][C:2]1[C:11]([CH:12]=[O:13])=[C:10]([F:14])[CH:9]=[C:8]2[C:3]=1[CH:4]=[CH:5][CH:6]=[N:7]2.[BH4-].[Na+].[NH4+].[Cl-]. The catalyst is CO. The product is [F:1][C:2]1[C:11]([CH2:12][OH:13])=[C:10]([F:14])[CH:9]=[C:8]2[C:3]=1[CH:4]=[CH:5][CH:6]=[N:7]2. The yield is 0.940. (4) The reactants are [F:1][C:2]([F:23])([F:22])[C:3]1[CH:8]=[CH:7][CH:6]=[CH:5][C:4]=1[C:9]1[CH:21]=[C:12]2[N:13]=[CH:14][CH:15]=[C:16]([C:17]([O:19]C)=[O:18])[N:11]2[N:10]=1.[OH-].[Na+]. The catalyst is C1COCC1.O. The product is [F:23][C:2]([F:1])([F:22])[C:3]1[CH:8]=[CH:7][CH:6]=[CH:5][C:4]=1[C:9]1[CH:21]=[C:12]2[N:13]=[CH:14][CH:15]=[C:16]([C:17]([OH:19])=[O:18])[N:11]2[N:10]=1. The yield is 0.800. (5) The reactants are [C:1]([O:5][C:6](=[O:15])[CH2:7][N:8]1[CH2:13][CH2:12][NH:11][CH2:10][C:9]1=[O:14])([CH3:4])([CH3:3])[CH3:2].C(N(CC)CC)C.[Cl:23][C:24]1[CH:36]=[CH:35][C:27]2[CH:28]=[C:29]([S:31](Cl)(=[O:33])=[O:32])[S:30][C:26]=2[CH:25]=1.C(OCC)(=O)C.CCCCCC. The catalyst is C(Cl)Cl. The product is [C:1]([O:5][C:6](=[O:15])[CH2:7][N:8]1[CH2:13][CH2:12][N:11]([S:31]([C:29]2[S:30][C:26]3[CH:25]=[C:24]([Cl:23])[CH:36]=[CH:35][C:27]=3[CH:28]=2)(=[O:33])=[O:32])[CH2:10][C:9]1=[O:14])([CH3:4])([CH3:2])[CH3:3]. The yield is 0.920. (6) The reactants are Cl[C:2]1[CH:7]=[C:6]2[CH2:8][O:9][C:10]3[CH:39]=[C:38]4[C:13]([CH:14]=[CH:15][C:16]5[N:20]=[C:19]([C@@H:21]6[CH2:25][CH2:24][C@H:23]([CH3:26])[N:22]6[C:27](=[O:37])[C@@H:28]([NH:32][C:33](=[O:36])[O:34][CH3:35])[CH:29]([CH3:31])[CH3:30])[NH:18][C:17]=54)=[CH:12][C:11]=3[C:5]2=[CH:4][CH:3]=1.[B:40]1([B:40]2[O:44][C:43]([CH3:46])([CH3:45])[C:42]([CH3:48])([CH3:47])[O:41]2)[O:44][C:43]([CH3:46])([CH3:45])[C:42]([CH3:48])([CH3:47])[O:41]1.CC([O-])=O.[K+]. The catalyst is O1CCOCC1.C1C=CC(/C=C/C(/C=C/C2C=CC=CC=2)=O)=CC=1.C1C=CC(/C=C/C(/C=C/C2C=CC=CC=2)=O)=CC=1.C1C=CC(/C=C/C(/C=C/C2C=CC=CC=2)=O)=CC=1.[Pd].[Pd].CC(C1C=C(C(C)C)C(C2C=CC=CC=2P(C2CCCCC2)C2CCCCC2)=C(C(C)C)C=1)C. The product is [CH3:35][O:34][C:33](=[O:36])[NH:32][C@@H:28]([CH:29]([CH3:30])[CH3:31])[C:27]([N:22]1[C@H:21]([C:19]2[NH:18][C:17]3[C:38]4[C:13]([CH:14]=[CH:15][C:16]=3[N:20]=2)=[CH:12][C:11]2[C:5]3[C:6]([CH2:8][O:9][C:10]=2[CH:39]=4)=[CH:7][C:2]([B:40]2[O:44][C:43]([CH3:46])([CH3:45])[C:42]([CH3:48])([CH3:47])[O:41]2)=[CH:3][CH:4]=3)[CH2:25][CH2:24][C@@H:23]1[CH3:26])=[O:37]. The yield is 0.720. (7) The reactants are Cl.[CH3:2][O:3][CH2:4][CH2:5][C:6]([OH:8])=O.[CH2:9]([C@H:16]1[CH2:20][NH:19][C@H:18]([C:21]([NH:23][C:24]2[CH:29]=[CH:28][C:27]([O:30][C:31]3[CH:36]=[CH:35][C:34]([F:37])=[CH:33][CH:32]=3)=[CH:26][CH:25]=2)=[O:22])[CH2:17]1)[C:10]1[CH:15]=[CH:14][CH:13]=[CH:12][CH:11]=1. No catalyst specified. The product is [CH2:9]([C@H:16]1[CH2:20][N:19]([C:6](=[O:8])[CH2:5][CH2:4][O:3][CH3:2])[C@H:18]([C:21]([NH:23][C:24]2[CH:29]=[CH:28][C:27]([O:30][C:31]3[CH:32]=[CH:33][C:34]([F:37])=[CH:35][CH:36]=3)=[CH:26][CH:25]=2)=[O:22])[CH2:17]1)[C:10]1[CH:11]=[CH:12][CH:13]=[CH:14][CH:15]=1. The yield is 0.241. (8) The reactants are O[CH2:2][C:3]1[CH:16]=[N:15][C:6]2[N:7]([CH:12]([CH3:14])[CH3:13])[CH2:8][C:9](=[O:11])[NH:10][C:5]=2[CH:4]=1.[I-].C(C[P+](C)(C)C)#N.CCN(C(C)C)C(C)C.Cl.[Cl:35][C:36]1[CH:41]=[CH:40][C:39]([CH:42]2[CH2:47][CH2:46][NH:45][CH2:44][CH2:43]2)=[CH:38][CH:37]=1. The catalyst is C(#N)CC. The yield is 0.160. The product is [Cl:35][C:36]1[CH:41]=[CH:40][C:39]([CH:42]2[CH2:43][CH2:44][N:45]([CH2:2][C:3]3[CH:16]=[N:15][C:6]4[N:7]([CH:12]([CH3:14])[CH3:13])[CH2:8][C:9](=[O:11])[NH:10][C:5]=4[CH:4]=3)[CH2:46][CH2:47]2)=[CH:38][CH:37]=1. (9) The reactants are [C@:1]12([CH3:28])[C:7]([CH3:9])([CH3:8])[CH:4]([CH2:5][CH2:6]1)[CH2:3][CH:2]2[C:10]([O:12][CH:13]([C:18]1[CH:23]=[CH:22][C:21]([I:24])=[CH:20][C:19]=1[N+:25]([O-:27])=[O:26])[C:14](C)([CH3:16])[CH3:15])=[O:11]. The catalyst is CO. The product is [C@:1]12([CH3:28])[C:7]([CH3:9])([CH3:8])[CH:4]([CH2:5][CH2:6]1)[CH2:3][CH:2]2[C:10]([O:12][CH:13]([C:18]1[CH:23]=[CH:22][C:21]([I:24])=[CH:20][C:19]=1[N+:25]([O-:27])=[O:26])[CH:14]([CH3:15])[CH3:16])=[O:11]. The yield is 0.390. (10) The reactants are [F:1][C:2]1[CH:3]=[C:4]([C:8]2[CH:17]=[CH:16][C:15]3[C:10](=[CH:11][CH:12]=[C:13]([O:18][CH3:19])[CH:14]=3)[C:9]=2[O:20][C:21]2[CH:35]=[CH:34][C:24]([O:25][CH2:26][CH2:27][N:28]3[CH2:33][CH2:32][CH2:31][CH2:30][CH2:29]3)=[CH:23][CH:22]=2)[CH:5]=[CH:6][CH:7]=1.Cl.N(=CCCl)[CH2:38]CCCCC[Cl:44]. No catalyst specified. The product is [ClH:44].[F:1][C:2]1[CH:3]=[C:4]([C:8]2[CH:17]=[CH:16][C:15]3[C:10](=[CH:11][CH:12]=[C:13]([O:18][CH3:19])[CH:14]=3)[C:9]=2[O:20][C:21]2[CH:22]=[CH:23][C:24]([O:25][CH2:26][CH2:27][N:28]3[CH2:29][CH2:30][CH2:38][CH2:31][CH2:32][CH2:33]3)=[CH:34][CH:35]=2)[CH:5]=[CH:6][CH:7]=1. The yield is 1.00.